Dataset: Peptide-MHC class I binding affinity with 185,985 pairs from IEDB/IMGT. Task: Regression. Given a peptide amino acid sequence and an MHC pseudo amino acid sequence, predict their binding affinity value. This is MHC class I binding data. (1) The peptide sequence is AVRHFPRIW. The MHC is HLA-B44:02 with pseudo-sequence HLA-B44:02. The binding affinity (normalized) is 0. (2) The peptide sequence is FMLCLLLLS. The MHC is HLA-A02:03 with pseudo-sequence HLA-A02:03. The binding affinity (normalized) is 0.327. (3) The peptide sequence is KELSPRWYF. The MHC is HLA-B40:02 with pseudo-sequence HLA-B40:02. The binding affinity (normalized) is 0.816. (4) The peptide sequence is ATIWQLLAF. The MHC is HLA-A23:01 with pseudo-sequence HLA-A23:01. The binding affinity (normalized) is 0.620. (5) The peptide sequence is STHNTPVYK. The MHC is HLA-A02:01 with pseudo-sequence HLA-A02:01. The binding affinity (normalized) is 0. (6) The peptide sequence is WFGHLASDW. The MHC is HLA-B18:01 with pseudo-sequence HLA-B18:01. The binding affinity (normalized) is 0.0847. (7) The peptide sequence is VYAWERKKI. The MHC is HLA-A29:02 with pseudo-sequence HLA-A29:02. The binding affinity (normalized) is 0.212. (8) The peptide sequence is FARERRLAL. The MHC is HLA-A11:01 with pseudo-sequence HLA-A11:01. The binding affinity (normalized) is 0.213.